Dataset: Reaction yield outcomes from USPTO patents with 853,638 reactions. Task: Predict the reaction yield, written as a fraction of the theoretical maximum amount of product (1.0 means a 100% yield; for example, 0.34 means a 34% yield). (1) The reactants are [NH2:1][C:2]1[CH:3]=[C:4]([N:16]([CH3:20])[C:17](=[O:19])[CH3:18])[CH:5]=[CH:6][C:7]=1[NH:8][CH2:9][CH:10]1[CH2:15][CH2:14][O:13][CH2:12][CH2:11]1.[OH:21][C:22]([CH3:27])([CH3:26])[C:23](O)=O.C(N(C(C)C)CC)(C)C.CN(C(ON1N=NC2C=CC=NC1=2)=[N+](C)C)C.F[P-](F)(F)(F)(F)F. The catalyst is CN(C=O)C. The product is [OH:21][C:22]([C:27]1[N:8]([CH2:9][CH:10]2[CH2:11][CH2:12][O:13][CH2:14][CH2:15]2)[C:7]2[CH:6]=[CH:5][C:4]([N:16]([CH3:20])[C:17](=[O:19])[CH3:18])=[CH:3][C:2]=2[N:1]=1)([CH3:26])[CH3:23]. The yield is 0.330. (2) The reactants are [OH:1][C:2]1[CH:3]=[C:4]2[C:8](=[CH:9][CH:10]=1)[NH:7][CH:6]=[CH:5]2.C(=O)([O-])[O-].[K+].[K+].[CH:17](I)([CH3:19])[CH3:18]. The yield is 0.830. The catalyst is C(#N)C. The product is [CH:17]([O:1][C:2]1[CH:3]=[C:4]2[C:8](=[CH:9][CH:10]=1)[NH:7][CH:6]=[CH:5]2)([CH3:19])[CH3:18]. (3) The reactants are [F:1][C:2]1[CH:7]=[CH:6][CH:5]=[CH:4][C:3]=1[OH:8].Br[C:10]1[CH:15]=[CH:14][C:13]([Br:16])=[CH:12][N:11]=1.CN(C)C=O.[H-].[Na+]. The catalyst is O. The product is [Br:16][C:13]1[CH:14]=[CH:15][C:10]([O:8][C:3]2[CH:4]=[CH:5][CH:6]=[CH:7][C:2]=2[F:1])=[N:11][CH:12]=1. The yield is 0.280. (4) The reactants are [Cl:1][C:2]1[CH:7]=[C:6]([O:8][CH3:9])[CH:5]=[C:4](C)[C:3]=1[N+:11]([O-])=O.S(S([O-])=O)([O-])=O.[Na+].[Na+].O.[CH3:23]CO. The catalyst is C1COCC1. The product is [Cl:1][C:2]1[CH:7]=[C:6]([O:8][CH3:9])[C:5]([CH3:23])=[CH:4][C:3]=1[NH2:11]. The yield is 0.350. (5) The yield is 0.180. The product is [C:37]([NH:1][CH2:2][CH2:3][N:4]([C:21]1[CH:26]=[CH:25][CH:24]=[CH:23][C:22]=1[Cl:27])[C:5]([C:7]1[S:20][C:10]2[C:11]3[CH:19]=[CH:18][CH:17]=[CH:16][C:12]=3[O:13][CH2:14][CH2:15][C:9]=2[CH:8]=1)=[O:6])(=[O:39])[CH3:38]. The catalyst is C(Cl)Cl. The reactants are [NH2:1][CH2:2][CH2:3][N:4]([C:21]1[CH:26]=[CH:25][CH:24]=[CH:23][C:22]=1[Cl:27])[C:5]([C:7]1[S:20][C:10]2[C:11]3[CH:19]=[CH:18][CH:17]=[CH:16][C:12]=3[O:13][CH2:14][CH2:15][C:9]=2[CH:8]=1)=[O:6].CCN(C(C)C)C(C)C.[C:37](Cl)(=[O:39])[CH3:38]. (6) The reactants are [CH3:1][C:2]1[O:6][N:5]=[C:4]([C:7]2[CH:12]=[CH:11][CH:10]=[CH:9][CH:8]=2)[C:3]=1[CH2:13][O:14][C:15]1[CH:23]=[CH:22][C:18]([C:19]([OH:21])=O)=[CH:17][N:16]=1.[CH:24]1([NH2:30])[CH2:29][CH2:28][CH2:27][CH2:26][CH2:25]1. No catalyst specified. The product is [CH:24]1([NH:30][C:19](=[O:21])[C:18]2[CH:22]=[CH:23][C:15]([O:14][CH2:13][C:3]3[C:4]([C:7]4[CH:8]=[CH:9][CH:10]=[CH:11][CH:12]=4)=[N:5][O:6][C:2]=3[CH3:1])=[N:16][CH:17]=2)[CH2:29][CH2:28][CH2:27][CH2:26][CH2:25]1. The yield is 1.00.